This data is from Peptide-MHC class I binding affinity with 185,985 pairs from IEDB/IMGT. The task is: Regression. Given a peptide amino acid sequence and an MHC pseudo amino acid sequence, predict their binding affinity value. This is MHC class I binding data. (1) The peptide sequence is ATSIYTIER. The MHC is HLA-A02:01 with pseudo-sequence HLA-A02:01. The binding affinity (normalized) is 0. (2) The peptide sequence is AVDLSHFLK. The MHC is HLA-B40:02 with pseudo-sequence HLA-B40:02. The binding affinity (normalized) is 0. (3) The peptide sequence is TFHQTLQDPR. The MHC is HLA-A02:02 with pseudo-sequence HLA-A02:02. The binding affinity (normalized) is 0.0257.